Dataset: Forward reaction prediction with 1.9M reactions from USPTO patents (1976-2016). Task: Predict the product of the given reaction. (1) Given the reactants [NH2:1][C:2]1[CH:10]=[C:9]([O:11][CH3:12])[C:8]([O:13][CH3:14])=[CH:7][C:3]=1[C:4](O)=[O:5].CC[N:17]=C=NCCCN(C)C.Cl.C1C=CC2N(O)N=NC=2C=1.CN1CCOCC1.N, predict the reaction product. The product is: [NH2:1][C:2]1[CH:10]=[C:9]([O:11][CH3:12])[C:8]([O:13][CH3:14])=[CH:7][C:3]=1[C:4]([NH2:17])=[O:5]. (2) Given the reactants C(NCC1SC(C2C=C3C(=C(C(N)=O)C=2)NC=C3[CH:22]2[CH2:27]C[N:25](S(CC)(=O)=O)[CH2:24][CH2:23]2)=CC=1)C.[CH:33]([C:35]1[S:39][C:38]([B:40]([OH:42])[OH:41])=[CH:37][CH:36]=1)=O.C1(CN)CC1.[BH3-]C#N.[Na+], predict the reaction product. The product is: [CH:23]1([CH2:24][NH:25][CH2:33][C:35]2[S:39][C:38]([B:40]([OH:42])[OH:41])=[CH:37][CH:36]=2)[CH2:22][CH2:27]1. (3) Given the reactants [C:1]1([C:7]2[CH:12]=[CH:11][C:10]([C:13]3[O:17][N:16]=[CH:15][C:14]=3[CH2:18][CH2:19][C:20]([OH:22])=[O:21])=[CH:9][CH:8]=2)[CH:6]=[CH:5][CH:4]=[CH:3][CH:2]=1.S(=O)(=O)(O)O.[CH3:28]O, predict the reaction product. The product is: [C:1]1([C:7]2[CH:8]=[CH:9][C:10]([C:13]3[O:17][N:16]=[CH:15][C:14]=3[CH2:18][CH2:19][C:20]([O:22][CH3:28])=[O:21])=[CH:11][CH:12]=2)[CH:2]=[CH:3][CH:4]=[CH:5][CH:6]=1. (4) Given the reactants [CH:1]([C:3]1[C:11]2[C:6](=[N:7][CH:8]=[CH:9][C:10]=2[N:12]2[CH2:17][CH2:16][CH:15]([C:18]([OH:20])=O)[CH2:14][CH2:13]2)[N:5]([CH3:21])[CH:4]=1)=[O:2].[CH3:22][N:23]1CCOC[CH2:24]1.ClC(OCC(C)C)=O.CNC, predict the reaction product. The product is: [CH:1]([C:3]1[C:11]2[C:6](=[N:7][CH:8]=[CH:9][C:10]=2[N:12]2[CH2:17][CH2:16][CH:15]([C:18]([N:23]([CH3:24])[CH3:22])=[O:20])[CH2:14][CH2:13]2)[N:5]([CH3:21])[CH:4]=1)=[O:2].